This data is from Peptide-MHC class II binding affinity with 134,281 pairs from IEDB. The task is: Regression. Given a peptide amino acid sequence and an MHC pseudo amino acid sequence, predict their binding affinity value. This is MHC class II binding data. (1) The peptide sequence is EIKYFAATQFEPLAA. The MHC is HLA-DPA10103-DPB10601 with pseudo-sequence HLA-DPA10103-DPB10601. The binding affinity (normalized) is 0.833. (2) The peptide sequence is NAGFKAALAAAAGVP. The binding affinity (normalized) is 0.620. The MHC is DRB1_0701 with pseudo-sequence DRB1_0701. (3) The peptide sequence is EQGGESLNDVVQGLT. The MHC is DRB1_0101 with pseudo-sequence DRB1_0101. The binding affinity (normalized) is 0.302. (4) The peptide sequence is VVIQDNSDIKVVPRRKAKII. The MHC is HLA-DQA10301-DQB10302 with pseudo-sequence HLA-DQA10301-DQB10302. The binding affinity (normalized) is 0. (5) The peptide sequence is ADNSLDYAANFSHML. The MHC is HLA-DQA10301-DQB10302 with pseudo-sequence HLA-DQA10301-DQB10302. The binding affinity (normalized) is 0.124.